Dataset: Reaction yield outcomes from USPTO patents with 853,638 reactions. Task: Predict the reaction yield, written as a fraction of the theoretical maximum amount of product (1.0 means a 100% yield; for example, 0.34 means a 34% yield). (1) The reactants are Cl[C:2]1[N:7]=[C:6]([O:8][CH:9]2[CH2:14][CH2:13][O:12][CH2:11][CH2:10]2)[C:5]([N+:15]([O-:17])=[O:16])=[CH:4][CH:3]=1.[CH3:18][N:19](C=O)C. The catalyst is CCOC(C)=O.[C-]#N.[Zn+2].[C-]#N.C1(P(C2C=CC=CC=2)[C-]2C=CC=C2)C=CC=CC=1.[C-]1(P(C2C=CC=CC=2)C2C=CC=CC=2)C=CC=C1.[Fe+2].C1C=CC(/C=C/C(/C=C/C2C=CC=CC=2)=O)=CC=1.C1C=CC(/C=C/C(/C=C/C2C=CC=CC=2)=O)=CC=1.C1C=CC(/C=C/C(/C=C/C2C=CC=CC=2)=O)=CC=1.[Pd].[Pd]. The product is [N+:15]([C:5]1[CH:4]=[CH:3][C:2]([C:18]#[N:19])=[N:7][C:6]=1[O:8][CH:9]1[CH2:14][CH2:13][O:12][CH2:11][CH2:10]1)([O-:17])=[O:16]. The yield is 0.730. (2) The reactants are [F:1][C:2]1[CH:3]=[C:4]([OH:9])[CH:5]=[CH:6][C:7]=1[F:8].[Br:10][C:11]1[CH:16]=[CH:15][CH:14]=[C:13](Br)[N:12]=1.C([O-])([O-])=O.[Cs+].[Cs+].[OH-].[Na+]. The catalyst is CN1CCCC1=O.CCOC(C)=O. The product is [Br:10][C:11]1[CH:16]=[CH:15][CH:14]=[C:13]([O:9][C:4]2[CH:5]=[CH:6][C:7]([F:8])=[C:2]([F:1])[CH:3]=2)[N:12]=1. The yield is 0.850. (3) The reactants are [C:1]1([CH:7]2[CH:16]=[CH:15][C:14]3[C:9](=[CH:10][CH:11]=[CH:12][CH:13]=3)[O:8]2)[CH:6]=[CH:5][CH:4]=[CH:3][CH:2]=1.B.C1C[O:21]CC1.[OH-].[Na+].OO. The catalyst is CCOCC.O. The product is [C:1]1([C@@H:7]2[C@@H:16]([OH:21])[CH2:15][C:14]3[C:9](=[CH:10][CH:11]=[CH:12][CH:13]=3)[O:8]2)[CH:2]=[CH:3][CH:4]=[CH:5][CH:6]=1. The yield is 0.630. (4) The reactants are [OH:1][CH:2]([CH2:20][C:21]1[CH:26]=[CH:25][CH:24]=[CH:23][CH:22]=1)[CH2:3][CH2:4][C@H:5]1[CH2:10][CH2:9][CH2:8][C:7](=[O:11])[N:6]1[CH2:12][CH2:13][CH2:14][CH2:15][O:16][CH2:17][C:18]#[N:19].[H][H]. The catalyst is [Ni].CO. The product is [NH2:19][CH2:18][CH2:17][O:16][CH2:15][CH2:14][CH2:13][CH2:12][N:6]1[C@@H:5]([CH2:4][CH2:3][CH:2]([OH:1])[CH2:20][C:21]2[CH:22]=[CH:23][CH:24]=[CH:25][CH:26]=2)[CH2:10][CH2:9][CH2:8][C:7]1=[O:11]. The yield is 0.650. (5) The reactants are [CH3:1][C:2]1([CH3:9])[C:4]([CH3:6])([CH3:5])[CH:3]1[CH2:7][OH:8].[H-].[Na+].[Cl:12][C:13]1[C:14](F)=[CH:15][C:16]([F:26])=[C:17]([CH:25]=1)[C:18]([NH:20][S:21]([CH3:24])(=[O:23])=[O:22])=[O:19]. The catalyst is CN(C=O)C.O.CCOC(C)=O. The product is [Cl:12][C:13]1[C:14]([O:8][CH2:7][CH:3]2[C:4]([CH3:6])([CH3:5])[C:2]2([CH3:9])[CH3:1])=[CH:15][C:16]([F:26])=[C:17]([CH:25]=1)[C:18]([NH:20][S:21]([CH3:24])(=[O:22])=[O:23])=[O:19]. The yield is 0.250. (6) The reactants are [CH2:1]([S:8][C:9]([CH3:44])([CH:39](OC)[O:40]C)[CH2:10][NH:11][C:12]([C:14]1[NH:15][C:16]2[C:21]([CH:22]=1)=[CH:20][C:19]([O:23][CH2:24][CH2:25][O:26][CH3:27])=[CH:18][C:17]=2[N:28]([CH3:38])[S:29]([C:32]1[CH:37]=[CH:36][CH:35]=[CH:34][N:33]=1)(=[O:31])=[O:30])=[O:13])[C:2]1[CH:7]=[CH:6][CH:5]=[CH:4][CH:3]=1.O. The catalyst is CC(C)=O. The product is [CH2:1]([S:8][C:9]([CH3:44])([CH:39]=[O:40])[CH2:10][NH:11][C:12]([C:14]1[NH:15][C:16]2[C:21]([CH:22]=1)=[CH:20][C:19]([O:23][CH2:24][CH2:25][O:26][CH3:27])=[CH:18][C:17]=2[N:28]([CH3:38])[S:29]([C:32]1[CH:37]=[CH:36][CH:35]=[CH:34][N:33]=1)(=[O:30])=[O:31])=[O:13])[C:2]1[CH:7]=[CH:6][CH:5]=[CH:4][CH:3]=1. The yield is 0.870. (7) The reactants are [C:1]([C:5]1[CH:10]=[C:9]([C:11]2[O:12][CH:13]=[C:14]([CH2:16][CH2:17][N:18]([CH3:22])[CH2:19][C:20]#C)[N:15]=2)[CH:8]=[C:7]([C:23]([CH3:26])([CH3:25])[CH3:24])[C:6]=1[OH:27])([CH3:4])([CH3:3])[CH3:2].C[NH:29]CC#N.CNCC#C. No catalyst specified. The product is [C:23]([C:7]1[CH:8]=[C:9]([C:11]2[O:12][CH:13]=[C:14]([CH2:16][CH2:17][N:18]([CH2:19][C:20]#[N:29])[CH3:22])[N:15]=2)[CH:10]=[C:5]([C:1]([CH3:3])([CH3:2])[CH3:4])[C:6]=1[OH:27])([CH3:26])([CH3:24])[CH3:25]. The yield is 0.360. (8) The reactants are [Si:1]([O:8][CH2:9][C@@H:10]1[C@@H:19]([OH:20])[C@H:18]([OH:21])[C@H:13]2[NH:14][C:15](=[O:17])[O:16][C@H:12]2[CH2:11]1)([C:4]([CH3:7])([CH3:6])[CH3:5])([CH3:3])[CH3:2].[C:22](Cl)(=[O:29])[C:23]1[CH:28]=[CH:27][CH:26]=[CH:25][CH:24]=1. The catalyst is CN(C)C1C=CN=CC=1.N1C=CC=CC=1.CCOC(C)=O. The product is [C:22]([O:21][C@@H:18]1[C@H:13]2[NH:14][C:15](=[O:17])[O:16][C@H:12]2[CH2:11][C@H:10]([CH2:9][O:8][Si:1]([C:4]([CH3:7])([CH3:5])[CH3:6])([CH3:3])[CH3:2])[C@H:19]1[O:20][C:9](=[O:8])[C:10]1[CH:19]=[CH:18][CH:13]=[CH:12][CH:11]=1)(=[O:29])[C:23]1[CH:28]=[CH:27][CH:26]=[CH:25][CH:24]=1. The yield is 0.900. (9) The reactants are [C:1](#[N:4])[CH:2]=[CH2:3].[N+:5]([CH:8]([CH3:10])[CH3:9])([O-:7])=[O:6]. The catalyst is [Cl-].C([N+](C)(C)C)CCCCCCCCCCCCCCC.[OH-].[Na+]. The product is [CH3:9][C:8]([N+:5]([O-:7])=[O:6])([CH3:10])[CH2:3][CH2:2][C:1]#[N:4]. The yield is 0.646. (10) The reactants are [OH:1][CH2:2][CH2:3][NH:4][NH2:5].[C:6]([CH:9]([O:13][C:14]1[CH:21]=[CH:20][C:17]([C:18]#[N:19])=[CH:16][CH:15]=1)[C:10](=O)[CH3:11])(=O)[CH3:7].O. The catalyst is C(O)(=O)C. The product is [OH:1][CH2:2][CH2:3][N:4]1[C:10]([CH3:11])=[C:9]([O:13][C:14]2[CH:15]=[CH:16][C:17]([C:18]#[N:19])=[CH:20][CH:21]=2)[C:6]([CH3:7])=[N:5]1. The yield is 0.0600.